From a dataset of Catalyst prediction with 721,799 reactions and 888 catalyst types from USPTO. Predict which catalyst facilitates the given reaction. Product: [O:15]1[C:20]2=[CH:21][CH:22]=[CH:23][C:19]2=[CH:18][CH:17]=[C:16]1[C:24]1[CH:32]=[CH:31][CH:30]=[CH:29][C:25]=1[C:26]([NH:10][S:7]([C:2]1[CH:3]=[CH:4][CH:5]=[CH:6][C:1]=1[S:11](=[O:13])(=[O:12])[NH2:14])(=[O:9])=[O:8])=[O:27]. The catalyst class is: 792. Reactant: [C:1]1([S:11]([NH2:14])(=[O:13])=[O:12])[C:2]([S:7]([NH2:10])(=[O:9])=[O:8])=[CH:3][CH:4]=[CH:5][CH:6]=1.[O:15]1[C:20]2=[CH:21][CH:22]=[CH:23][C:19]2=[CH:18][CH:17]=[C:16]1[C:24]1[CH:32]=[CH:31][CH:30]=[CH:29][C:25]=1[C:26](O)=[O:27].C(Cl)CCl.